Task: Predict the reaction yield, written as a fraction of the theoretical maximum amount of product (1.0 means a 100% yield; for example, 0.34 means a 34% yield).. Dataset: Reaction yield outcomes from USPTO patents with 853,638 reactions (1) The reactants are C[Si](C([Si](C)(C)C)C(N)=O)(C)C.C([O:21][C@:22]1([CH2:46][CH:47]=[CH2:48])[C@H:26]([O:27][CH2:28][C:29]2[CH:34]=[CH:33][CH:32]=[CH:31][CH:30]=2)[C@@H:25]([CH2:35][O:36][CH2:37][C:38]2[CH:43]=[CH:42][CH:41]=[CH:40][CH:39]=2)[O:24][C@@H:23]1OC)(=O)C1C=CC=CC=1.[NH:49]1[CH:56]=[CH:55][C:53](=[O:54])[NH:52][C:50]1=[O:51].[Sn](Cl)(Cl)(Cl)Cl.C([O-])(O)=O.[Na+]. The catalyst is C(#N)C.C(OCC)(=O)C. The product is [CH2:46]([C@@:22]1([OH:21])[C@H:26]([O:27][CH2:28][C:29]2[CH:34]=[CH:33][CH:32]=[CH:31][CH:30]=2)[C@@H:25]([CH2:35][O:36][CH2:37][C:38]2[CH:43]=[CH:42][CH:41]=[CH:40][CH:39]=2)[O:24][C@H:23]1[N:49]1[CH:56]=[CH:55][C:53](=[O:54])[NH:52][C:50]1=[O:51])[CH:47]=[CH2:48]. The yield is 0.760. (2) The reactants are Cl.O1CCOCC1.[F:8][C:9]1[CH:10]=[C:11]2[C:16](=[CH:17][CH:18]=1)[N:15]([CH3:19])[C:14](=[O:20])[CH:13]=[C:12]2[CH2:21][N:22]1[C:28](=[O:29])[C@@H:27]([NH:30][C:31](=[O:43])[C@@H:32]([N:34](C)[C:35](=O)OC(C)(C)C)[CH3:33])[CH2:26][O:25][C:24]2[CH:44]=[CH:45][CH:46]=[CH:47][C:23]1=2. The catalyst is C([O-])(O)=O.[Na+]. The product is [F:8][C:9]1[CH:10]=[C:11]2[C:16](=[CH:17][CH:18]=1)[N:15]([CH3:19])[C:14](=[O:20])[CH:13]=[C:12]2[CH2:21][N:22]1[C:28](=[O:29])[C@@H:27]([NH:30][C:31](=[O:43])[C@@H:32]([NH:34][CH3:35])[CH3:33])[CH2:26][O:25][C:24]2[CH:44]=[CH:45][CH:46]=[CH:47][C:23]1=2. The yield is 0.950. (3) The reactants are [Cl:1][CH2:2][CH2:3][CH2:4][C:5](Cl)=[O:6].[N:8]1([NH2:14])[CH2:13][CH2:12][CH2:11][CH2:10][CH2:9]1.C(=O)(O)[O-].[Na+]. The catalyst is ClCCl. The product is [Cl:1][CH2:2][CH2:3][CH2:4][C:5]([NH:14][N:8]1[CH2:13][CH2:12][CH2:11][CH2:10][CH2:9]1)=[O:6]. The yield is 0.570. (4) The reactants are CC(C)([O-])C.[Na+].C1(P(C2CCCCC2)C2C=CC=CC=2C2C=CC=CC=2N(C)C)CCCCC1.[CH3:35][C:36]1([CH3:50])[C:40]([CH3:42])([CH3:41])[O:39][B:38]([C:43]2[CH:49]=[CH:48][C:46]([NH2:47])=[CH:45][CH:44]=2)[O:37]1.Br[C:52]1[CH:57]=[CH:56][CH:55]=[C:54]([O:58][CH2:59][C:60]2[CH:65]=[CH:64][CH:63]=[CH:62][CH:61]=2)[N:53]=1. The catalyst is C(O)(C)(C)C.C1C=CC(/C=C/C(/C=C/C2C=CC=CC=2)=O)=CC=1.C1C=CC(/C=C/C(/C=C/C2C=CC=CC=2)=O)=CC=1.[Pd]. The product is [CH2:59]([O:58][C:54]1[N:53]=[C:52]([NH:47][C:46]2[CH:48]=[CH:49][C:43]([B:38]3[O:37][C:36]([CH3:50])([CH3:35])[C:40]([CH3:41])([CH3:42])[O:39]3)=[CH:44][CH:45]=2)[CH:57]=[CH:56][CH:55]=1)[C:60]1[CH:61]=[CH:62][CH:63]=[CH:64][CH:65]=1. The yield is 0.650. (5) The reactants are C1COCC1.I[C:7]1[CH:12]=[CH:11][C:10]([N+:13]([O-:15])=[O:14])=[CH:9][CH:8]=1.[C:16]([O:20][C:21](=[O:27])[NH:22][CH2:23][CH2:24][C:25]#[CH:26])([CH3:19])([CH3:18])[CH3:17]. The catalyst is [Cu]I.Cl[Pd](Cl)([P](C1C=CC=CC=1)(C1C=CC=CC=1)C1C=CC=CC=1)[P](C1C=CC=CC=1)(C1C=CC=CC=1)C1C=CC=CC=1.C(N(CC)CC)C. The product is [C:16]([O:20][C:21](=[O:27])[NH:22][CH2:23][CH2:24][C:25]#[C:26][C:7]1[CH:12]=[CH:11][C:10]([N+:13]([O-:15])=[O:14])=[CH:9][CH:8]=1)([CH3:19])([CH3:18])[CH3:17]. The yield is 0.890. (6) The reactants are CC1C=C(N2CCN(CCOC3C=CC=CC=3)C2=O)SC=1C(O)=O.[F:25][C:26]1[CH:47]=[CH:46][C:29]([CH2:30][N:31]2[CH2:35][CH2:34][N:33]([C:36]3[S:40][C:39]([C:41]([OH:43])=O)=[C:38]([CH3:44])[CH:37]=3)[C:32]2=[O:45])=[CH:28][CH:27]=1.O.C(O)(=O)C(O)=O.C(O)(=O)C(O)=O.[CH3:61][C:62]1[C:66]([CH2:67][NH2:68])=[C:65]([CH3:69])[NH:64][N:63]=1. No catalyst specified. The product is [CH3:61][C:62]1[C:66]([CH2:67][NH:68][C:41]([C:39]2[S:40][C:36]([N:33]3[CH2:34][CH2:35][N:31]([CH2:30][C:29]4[CH:46]=[CH:47][C:26]([F:25])=[CH:27][CH:28]=4)[C:32]3=[O:45])=[CH:37][C:38]=2[CH3:44])=[O:43])=[C:65]([CH3:69])[NH:64][N:63]=1. The yield is 0.240. (7) The reactants are [O:1]1CCO[C:2]21[CH2:21][C:10]1[CH:11]=[C:12]3[C:16](=[CH:17][C:9]=1[CH2:8][CH2:7][CH2:6]2)[N:15]([C:18](=[O:20])[CH3:19])[N:14]=[CH:13]3.C(O)CO.CC1C=CC(S(O)(=O)=O)=CC=1.[OH-].[K+]. The catalyst is C1(C)C=CC=CC=1. The product is [C:18]([N:15]1[C:16]2[C:12](=[CH:11][C:10]3[CH2:21][C:2](=[O:1])[CH2:6][CH2:7][CH2:8][C:9]=3[CH:17]=2)[CH:13]=[N:14]1)(=[O:20])[CH3:19]. The yield is 0.930. (8) The reactants are Cl[C:2]1[C:11]2[C:6](=[CH:7][CH:8]=[CH:9][CH:10]=2)[NH:5][C:4](=[O:12])[C:3]=1[C:13]#[N:14].COC1C=CC(C[NH2:22])=CC=1. The catalyst is CN(C=O)C. The product is [NH2:22][C:2]1[C:11]2[C:6](=[CH:7][CH:8]=[CH:9][CH:10]=2)[NH:5][C:4](=[O:12])[C:3]=1[C:13]#[N:14]. The yield is 0.250.